This data is from Full USPTO retrosynthesis dataset with 1.9M reactions from patents (1976-2016). The task is: Predict the reactants needed to synthesize the given product. (1) The reactants are: [C:1]1([S:7](Cl)(=[O:9])=[O:8])[CH:6]=[CH:5][CH:4]=[CH:3][CH:2]=1.[NH2:11][C:12]1[CH:20]=[CH:19][C:18]2[N:17]3[CH2:21][CH2:22][CH2:23][C:16]3=[CH:15][C:14]=2[C:13]=1[C:24]([O:26][CH3:27])=[O:25]. Given the product [C:1]1([S:7]([NH:11][C:12]2[CH:20]=[CH:19][C:18]3[N:17]4[CH2:21][CH2:22][CH2:23][C:16]4=[CH:15][C:14]=3[C:13]=2[C:24]([O:26][CH3:27])=[O:25])(=[O:9])=[O:8])[CH:6]=[CH:5][CH:4]=[CH:3][CH:2]=1, predict the reactants needed to synthesize it. (2) Given the product [C:1]([N:8]1[CH2:9][CH2:10][CH:11]([CH:14]=[N:16][C:17]2[CH:32]=[CH:31][C:30]([F:33])=[CH:29][C:18]=2[C:19]([NH:21][C:22]2[CH:27]=[CH:26][C:25]([Cl:28])=[CH:24][N:23]=2)=[O:20])[CH2:12][CH2:13]1)([O:3][C:4]([CH3:5])([CH3:6])[CH3:7])=[O:2], predict the reactants needed to synthesize it. The reactants are: [C:1]([N:8]1[CH2:13][CH2:12][CH:11]([CH:14]=O)[CH2:10][CH2:9]1)([O:3][C:4]([CH3:7])([CH3:6])[CH3:5])=[O:2].[NH2:16][C:17]1[CH:32]=[CH:31][C:30]([F:33])=[CH:29][C:18]=1[C:19]([NH:21][C:22]1[CH:27]=[CH:26][C:25]([Cl:28])=[CH:24][N:23]=1)=[O:20].C1(C)C=CC(S([O-])(=O)=O)=CC=1.[NH+]1C=CC=CC=1.O. (3) The reactants are: [S].P12([S:14][P:12]3([S:15]P(S[P:8]([S:11]3)([S:10]1)=[S:9])(=S)S2)=[S:13])=S.[CH:16]1[CH:21]=[CH:20][C:19]([CH2:22]S)=[CH:18][CH:17]=1. Given the product [CH2:22]([S:10][P:8]1(=[S:9])[S:11][P:12]([S:14][CH2:22][C:19]2[CH:20]=[CH:21][CH:16]=[CH:17][CH:18]=2)(=[S:13])[S:15]1)[C:19]1[CH:20]=[CH:21][CH:16]=[CH:17][CH:18]=1, predict the reactants needed to synthesize it. (4) Given the product [C:13]1([C@@H:19]([NH:21][C:2]2[CH2:7][CH2:6][CH2:5][CH2:4][C:3]=2[C:8]([O:10][CH2:11][CH3:12])=[O:9])[CH3:20])[CH:18]=[CH:17][CH:16]=[CH:15][CH:14]=1, predict the reactants needed to synthesize it. The reactants are: O=[C:2]1[CH2:7][CH2:6][CH2:5][CH2:4][CH:3]1[C:8]([O:10][CH2:11][CH3:12])=[O:9].[C:13]1([C@@H:19]([NH2:21])[CH3:20])[CH:18]=[CH:17][CH:16]=[CH:15][CH:14]=1. (5) Given the product [CH3:9][C:7]1[N:6]([C:10]([O:12][C:13]([CH3:16])([CH3:15])[CH3:14])=[O:11])[C:5]2[CH:17]=[CH:18][C:2]([B:22]3[O:23][C:24]([CH3:26])([CH3:25])[C:20]([CH3:36])([CH3:19])[O:21]3)=[CH:3][C:4]=2[N:8]=1, predict the reactants needed to synthesize it. The reactants are: Br[C:2]1[CH:18]=[CH:17][C:5]2[N:6]([C:10]([O:12][C:13]([CH3:16])([CH3:15])[CH3:14])=[O:11])[C:7]([CH3:9])=[N:8][C:4]=2[CH:3]=1.[CH3:19][C:20]1([CH3:36])[C:24]([CH3:26])([CH3:25])[O:23][B:22]([B:22]2[O:23][C:24]([CH3:26])([CH3:25])[C:20]([CH3:36])([CH3:19])[O:21]2)[O:21]1.CC([O-])=O.[K+]. (6) Given the product [NH:8]1[C:3]2[CH:4]=[CH:5][CH:6]=[CH:7][C:2]=2[N:1]=[C:9]1[C:11]1[C:16]2[NH:17][C:18]([NH:20][C:21]([C:23]3[C:32]4[C:27](=[CH:28][CH:29]=[CH:30][CH:31]=4)[CH:26]=[CH:25][N:24]=3)=[O:22])=[N:19][C:15]=2[CH:14]=[CH:13][CH:12]=1, predict the reactants needed to synthesize it. The reactants are: [NH2:1][C:2]1[CH:7]=[CH:6][CH:5]=[CH:4][C:3]=1[NH:8][C:9]([C:11]1[C:16]2[NH:17][C:18]([NH:20][C:21]([C:23]3[C:32]4[C:27](=[CH:28][CH:29]=[CH:30][CH:31]=4)[CH:26]=[CH:25][N:24]=3)=[O:22])=[N:19][C:15]=2[CH:14]=[CH:13][CH:12]=1)=O.